From a dataset of Reaction yield outcomes from USPTO patents with 853,638 reactions. Predict the reaction yield, written as a fraction of the theoretical maximum amount of product (1.0 means a 100% yield; for example, 0.34 means a 34% yield). (1) The reactants are [CH2:1]([C:3]1[CH:4]=[C:5]2[C:9](=[CH:10][CH:11]=1)[NH:8][CH2:7][CH2:6]2)[CH3:2].[N+:12]([O-])([O-:14])=[O:13].[K+].[OH-].[Na+]. The catalyst is OS(O)(=O)=O. The product is [CH2:1]([C:3]1[CH:4]=[C:5]2[C:9](=[CH:10][C:11]=1[N+:12]([O-:14])=[O:13])[NH:8][CH2:7][CH2:6]2)[CH3:2]. The yield is 0.580. (2) The reactants are [F:1][C:2]1[CH:7]=[CH:6][C:5]([C:8]2[O:9][C:10]3[CH:20]=[C:19]([N:21]([CH3:26])[S:22]([CH3:25])(=[O:24])=[O:23])[C:18](C4C=CC=C(B5OC(C)(C)C(C)(C)O5)C=4)=[CH:17][C:11]=3[C:12]=2[C:13]([NH:15][CH3:16])=[O:14])=[CH:4][CH:3]=1.Cl[C:43]1[CH:44]=[CH:45][C:46]2[O:51][CH2:50][N:49]3[C:52]4[CH:58]=[CH:57][CH:56]=[CH:55][C:53]=4[N:54]=[C:48]3[C:47]=2[CH:59]=1.CC(C1C=C(C(C)C)C(C2C=CC=CC=2P(C2CCCCC2)C2CCCCC2)=C(C(C)C)C=1)C.[O-]P([O-])([O-])=O.[K+].[K+].[K+]. The catalyst is O1CCOCC1.C1C=CC(/C=C/C(/C=C/C2C=CC=CC=2)=O)=CC=1.C1C=CC(/C=C/C(/C=C/C2C=CC=CC=2)=O)=CC=1.C1C=CC(/C=C/C(/C=C/C2C=CC=CC=2)=O)=CC=1.[Pd].[Pd].O. The product is [CH:59]1[C:47]2[C:48]3[N:49]([C:52]4[CH:58]=[CH:57][CH:56]=[CH:55][C:53]=4[N:54]=3)[CH2:50][O:51][C:46]=2[CH:45]=[CH:44][C:43]=1[C:18]1[C:19]([N:21]([CH3:26])[S:22]([CH3:25])(=[O:24])=[O:23])=[CH:20][C:10]2[O:9][C:8]([C:5]3[CH:4]=[CH:3][C:2]([F:1])=[CH:7][CH:6]=3)=[C:12]([C:13]([NH:15][CH3:16])=[O:14])[C:11]=2[CH:17]=1. The yield is 0.220. (3) The reactants are [B-][C:2]#[N:3].[Na+].[CH:5](=O)[CH3:6].CN1[C:17]2[C:12](=[CH:13][CH:14]=[CH:15][CH:16]=2)[C:11]([C:18]([NH:20][CH2:21][C:22]2[CH:23]=[C:24]3[C:29](=[CH:30][CH:31]=2)[CH2:28][NH:27][CH2:26][CH2:25]3)=[O:19])=C1.[OH-].[Na+].[CH3:34]O. The catalyst is [Cl-].[Zn+2].[Cl-]. The product is [CH2:5]([N:27]1[CH2:26][CH2:25][C:24]2[C:29](=[CH:30][CH:31]=[C:22]([CH2:21][NH:20][C:18]([C:11]3[N:3]([CH3:2])[C:16]4[C:17]([CH:12]=3)=[CH:34][CH:13]=[CH:14][CH:15]=4)=[O:19])[CH:23]=2)[CH2:28]1)[CH3:6]. The yield is 0.440. (4) The reactants are [OH:1][C:2]1[CH:9]=[CH:8][C:5]([CH:6]=[O:7])=[CH:4][C:3]=1/[CH:10]=[CH:11]/[C:12]1[CH:17]=[CH:16][CH:15]=[C:14]([C:18]([F:21])([F:20])[F:19])[CH:13]=1.CCN(C(C)C)C(C)C.[F:31][C:32]([F:45])([F:44])[S:33](O[S:33]([C:32]([F:45])([F:44])[F:31])(=[O:35])=[O:34])(=[O:35])=[O:34]. The catalyst is C(Cl)Cl. The product is [CH:6]([C:5]1[CH:8]=[CH:9][C:2]([O:1][S:33]([C:32]([F:45])([F:44])[F:31])(=[O:35])=[O:34])=[C:3](/[CH:10]=[CH:11]/[C:12]2[CH:17]=[CH:16][CH:15]=[C:14]([C:18]([F:19])([F:20])[F:21])[CH:13]=2)[CH:4]=1)=[O:7]. The yield is 0.260. (5) The reactants are [OH:1][C:2]1[CH:7]=[C:6]([Br:8])[CH:5]=[CH:4][N:3]=1.[H-].[Na+].[CH3:11]I.O. The catalyst is C1COCC1. The product is [Br:8][C:6]1[CH:5]=[CH:4][N:3]([CH3:11])[C:2](=[O:1])[CH:7]=1. The yield is 0.920. (6) The reactants are N#N.Br[C:4]1[C:5]([NH:11][C:12]2[CH:22]=[CH:21][CH:20]=[CH:19][C:13]=2[C:14]([NH:16][O:17][CH3:18])=[O:15])=[CH:6][C:7]([Cl:10])=[N:8][CH:9]=1.[CH:23]1(B(O)O)[CH2:25][CH2:24]1.[Na+].[Br-].[F-].[K+]. The catalyst is O.C1C=CC([P]([Pd]([P](C2C=CC=CC=2)(C2C=CC=CC=2)C2C=CC=CC=2)([P](C2C=CC=CC=2)(C2C=CC=CC=2)C2C=CC=CC=2)[P](C2C=CC=CC=2)(C2C=CC=CC=2)C2C=CC=CC=2)(C2C=CC=CC=2)C2C=CC=CC=2)=CC=1.C1(C)C=CC=CC=1. The product is [Cl:10][C:7]1[CH:6]=[C:5]([NH:11][C:12]2[CH:22]=[CH:21][CH:20]=[CH:19][C:13]=2[C:14]([NH:16][O:17][CH3:18])=[O:15])[C:4]([CH:23]2[CH2:25][CH2:24]2)=[CH:9][N:8]=1. The yield is 0.530. (7) The yield is 0.880. The catalyst is C(Cl)Cl. The product is [NH2:7][C:8]1[S:9][CH:10]=[C:11]([CH2:13][S:14][C:15]2[CH:20]=[CH:19][C:18]([Cl:21])=[CH:17][C:16]=2[NH:22][S:23]([C:26]2[O:27][C:28]3[CH:34]=[CH:33][CH:32]=[CH:31][C:29]=3[CH:30]=2)(=[O:25])=[O:24])[N:12]=1. The reactants are C(OC(=O)[NH:7][C:8]1[S:9][CH:10]=[C:11]([CH2:13][S:14][C:15]2[CH:20]=[CH:19][C:18]([Cl:21])=[CH:17][C:16]=2[NH:22][S:23]([C:26]2[O:27][C:28]3[CH:34]=[CH:33][CH:32]=[CH:31][C:29]=3[CH:30]=2)(=[O:25])=[O:24])[N:12]=1)(C)(C)C.C(O)(C(F)(F)F)=O.